From a dataset of KCNQ2 potassium channel screen with 302,405 compounds. Binary Classification. Given a drug SMILES string, predict its activity (active/inactive) in a high-throughput screening assay against a specified biological target. (1) The molecule is Clc1c(nn(c1)C)C(=O)N(C12CC3CC(C1)CC(C2)C3)C. The result is 0 (inactive). (2) The molecule is O=C1N(C(NCCc2c3c([nH]c2)cccc3)=NC(C1)C(O)=O)c1nc(cc(n1)C)C. The result is 0 (inactive). (3) The molecule is Fc1c(NC2=NC3(N=C(N2)N)CCCCC3)ccc(F)c1. The result is 0 (inactive). (4) The compound is S=c1oc2c(n1CCC(=O)N1CCN(CC1)c1ccc(F)cc1)cccc2. The result is 0 (inactive). (5) The result is 0 (inactive). The drug is o1c(NCc2ccc(OC)cc2)c(nc1COc1ccccc1)C#N.